Dataset: Forward reaction prediction with 1.9M reactions from USPTO patents (1976-2016). Task: Predict the product of the given reaction. (1) Given the reactants [CH3:1][C:2]1[CH:3]=[C:4]([N:9]2[C:13]([C:14]#[N:15])=[CH:12][N:11]=[CH:10]2)[CH:5]=[C:6]([CH3:8])[CH:7]=1.[F:16][C:17]([F:24])([F:23])[S:18]([O:21]C)(=[O:20])=[O:19], predict the reaction product. The product is: [F:16][C:17]([F:24])([F:23])[S:18]([O-:21])(=[O:20])=[O:19].[C:14]([C:13]1[N:9]([C:4]2[CH:5]=[C:6]([CH3:8])[CH:7]=[C:2]([CH3:1])[CH:3]=2)[CH:10]=[N+:11]([CH3:17])[CH:12]=1)#[N:15]. (2) Given the reactants [CH2:1]([SH:8])[C:2]1[CH:7]=[CH:6][CH:5]=[CH:4][CH:3]=1.[Br:9][C:10]1[CH:15]=[CH:14][C:13]([N+:16]([O-:18])=[O:17])=[C:12](F)[CH:11]=1.C(=O)([O-])[O-].[Cs+].[Cs+], predict the reaction product. The product is: [Br:9][C:10]1[CH:15]=[CH:14][C:13]([N+:16]([O-:18])=[O:17])=[C:12]([S:8][CH2:1][C:2]2[CH:7]=[CH:6][CH:5]=[CH:4][CH:3]=2)[CH:11]=1. (3) Given the reactants [F:1][C:2]([F:11])([F:10])[CH2:3][CH2:4][CH:5]([C:8]#[N:9])[C:6]#[N:7].C(=O)([O-])[O-].[K+].[K+].Cl[CH2:19][C:20]1[CH:25]=[CH:24][N:23]=[CH:22][CH:21]=1, predict the reaction product. The product is: [N:23]1[CH:24]=[CH:25][C:20]([CH2:19][C:5]([CH2:4][CH2:3][C:2]([F:10])([F:11])[F:1])([C:8]#[N:9])[C:6]#[N:7])=[CH:21][CH:22]=1. (4) Given the reactants [CH:1]1([C:4]2[CH:5]=[CH:6][C:7]([C:15]([OH:17])=O)=[N:8][C:9]=2[O:10][CH2:11][CH:12]2[CH2:14][CH2:13]2)[CH2:3][CH2:2]1.[NH:18]1[CH2:23][CH2:22][CH2:21][CH2:20][CH:19]1[C:24]([NH2:26])=[O:25], predict the reaction product. The product is: [CH:1]1([C:4]2[CH:5]=[CH:6][C:7]([C:15]([N:18]3[CH2:23][CH2:22][CH2:21][CH2:20][CH:19]3[C:24]([NH2:26])=[O:25])=[O:17])=[N:8][C:9]=2[O:10][CH2:11][CH:12]2[CH2:13][CH2:14]2)[CH2:2][CH2:3]1. (5) Given the reactants Cl.[Br:2][C:3]1[CH:8]=[CH:7][C:6]([NH:9]N)=[CH:5][CH:4]=1.[CH3:11][O:12][C:13]1[CH:18]=[CH:17][CH:16]=[CH:15][C:14]=1[C:19](=O)[CH:20]([CH3:22])[CH3:21].[BH4-].[Na+].Cl.C(=O)([O-])[O-].[K+].[K+], predict the reaction product. The product is: [Br:2][C:3]1[CH:8]=[C:7]2[C:6](=[CH:5][CH:4]=1)[NH:9][CH:19]([C:14]1[CH:15]=[CH:16][CH:17]=[CH:18][C:13]=1[O:12][CH3:11])[C:20]2([CH3:22])[CH3:21]. (6) The product is: [CH3:17][S:16][C:12]1[N:11]([CH2:10][CH2:9][NH2:8])[CH:15]=[CH:14][N:13]=1.[ClH:1]. Given the reactants [ClH:1].C(OC(=O)[NH:8][CH2:9][CH2:10][N:11]1[CH:15]=[CH:14][N:13]=[C:12]1[S:16][CH3:17])(C)(C)C, predict the reaction product. (7) Given the reactants Br[C:2]1[CH:6]([C:7]2[CH:12]=[CH:11][CH:10]=[CH:9][C:8]=2[F:13])[O:5][C:4](=[O:14])[C:3]=1[C:15]1[C:20]([F:21])=[CH:19][C:18]([F:22])=[CH:17][C:16]=1[F:23].[CH3:24][O:25][C:26]1[CH:27]=[C:28](B(O)O)[CH:29]=[N:30][CH:31]=1.[F-].[Cs+].O, predict the reaction product. The product is: [F:13][C:8]1[CH:9]=[CH:10][CH:11]=[CH:12][C:7]=1[CH:6]1[O:5][C:4](=[O:14])[C:3]([C:15]2[C:20]([F:21])=[CH:19][C:18]([F:22])=[CH:17][C:16]=2[F:23])=[C:2]1[C:28]1[CH:29]=[N:30][CH:31]=[C:26]([O:25][CH3:24])[CH:27]=1. (8) Given the reactants Br.[NH2:2][C:3]1[C:11]([OH:12])=[CH:10][CH:9]=[CH:8][C:4]=1[C:5]([OH:7])=[O:6].[CH:13]1([C:18](Cl)=O)[CH2:17][CH2:16][CH2:15][CH2:14]1.C(N(CC)CC)C.O.C1(C)C=CC(S(O)(=O)=O)=CC=1, predict the reaction product. The product is: [CH:13]1([C:18]2[O:12][C:11]3[C:3](=[C:4]([C:5]([OH:7])=[O:6])[CH:8]=[CH:9][CH:10]=3)[N:2]=2)[CH2:17][CH2:16][CH2:15][CH2:14]1.